Dataset: Forward reaction prediction with 1.9M reactions from USPTO patents (1976-2016). Task: Predict the product of the given reaction. (1) Given the reactants [OH:1][C:2]1[CH:9]=[CH:8][C:5]([CH:6]=[O:7])=[CH:4][CH:3]=1.[CH3:10][N:11]1[CH:16]2[CH2:17][CH2:18][CH:12]1[CH2:13][CH:14](O)[CH2:15]2, predict the reaction product. The product is: [CH3:10][N:11]1[CH:16]2[CH2:17][CH2:18][CH:12]1[CH2:13][CH:14]([O:1][C:2]1[CH:9]=[CH:8][C:5]([CH:6]=[O:7])=[CH:4][CH:3]=1)[CH2:15]2. (2) Given the reactants [Cl:1][C:2]1[CH:7]=[CH:6][CH:5]=[C:4]([Cl:8])[C:3]=1[C:9]([NH:11][C@H:12]([C:34]([O:36]C)=[O:35])[CH2:13][C:14]1[CH:19]=[CH:18][C:17]([O:20][CH2:21][CH2:22][C:23]2[CH:32]=[C:31]([CH3:33])[C:30]3[CH2:29][CH2:28][CH2:27][NH:26][C:25]=3[N:24]=2)=[CH:16][CH:15]=1)=[O:10].[Li+].[OH-].O, predict the reaction product. The product is: [Cl:8][C:4]1[CH:5]=[CH:6][CH:7]=[C:2]([Cl:1])[C:3]=1[C:9]([NH:11][C@H:12]([C:34]([OH:36])=[O:35])[CH2:13][C:14]1[CH:19]=[CH:18][C:17]([O:20][CH2:21][CH2:22][C:23]2[CH:32]=[C:31]([CH3:33])[C:30]3[CH2:29][CH2:28][CH2:27][NH:26][C:25]=3[N:24]=2)=[CH:16][CH:15]=1)=[O:10]. (3) Given the reactants OC(C(F)(F)F)=O.[N:8]1([CH2:14][C:15]2[N:16]=[N:17][C:18]3[C:19](=[C:21]([NH2:26])[N:22]=[C:23]([NH2:25])[N:24]=3)[N:20]=2)[CH2:13][CH2:12][NH:11][CH2:10][CH2:9]1.[Br:27][C:28]1[CH:29]=[C:30]([CH:33]=[CH:34][CH:35]=1)[CH2:31]Br.C(=O)([O-])[O-].[K+].[K+].C(O)(C(F)(F)F)=O, predict the reaction product. The product is: [Br:27][C:28]1[CH:29]=[C:30]([CH:33]=[CH:34][CH:35]=1)[CH2:31][N:11]1[CH2:12][CH2:13][N:8]([CH2:14][C:15]2[N:16]=[N:17][C:18]3[C:19](=[C:21]([NH2:26])[N:22]=[C:23]([NH2:25])[N:24]=3)[N:20]=2)[CH2:9][CH2:10]1. (4) Given the reactants [NH2:1][C:2]1[C:7]([Cl:8])=[C:6]([C:9]2[CH:17]=[CH:16][C:12]3[S:13][CH:14]=[CH:15][C:11]=3[CH:10]=2)[N:5]=[C:4]([C:18]([O:20]C)=[O:19])[C:3]=1[Cl:22].O1CCCC1.O.O.[OH-].[Li+], predict the reaction product. The product is: [NH2:1][C:2]1[C:7]([Cl:8])=[C:6]([C:9]2[CH:17]=[CH:16][C:12]3[S:13][CH:14]=[CH:15][C:11]=3[CH:10]=2)[N:5]=[C:4]([C:18]([OH:20])=[O:19])[C:3]=1[Cl:22]. (5) Given the reactants [CH:1]([O:4][C:5]1[CH:13]=[CH:12][C:11]([S:14]([CH3:17])(=[O:16])=[O:15])=[CH:10][C:6]=1[C:7]([OH:9])=O)([CH3:3])[CH3:2].Cl.[N+:19]([C:22]1[C:27]2[N:28]=[C:29]([N:31]3[CH2:36][CH2:35][NH:34][CH2:33][CH2:32]3)[S:30][C:26]=2[CH:25]=[CH:24][CH:23]=1)([O-:21])=[O:20], predict the reaction product. The product is: [CH:1]([O:4][C:5]1[CH:13]=[CH:12][C:11]([S:14]([CH3:17])(=[O:16])=[O:15])=[CH:10][C:6]=1[C:7]([N:34]1[CH2:35][CH2:36][N:31]([C:29]2[S:30][C:26]3[CH:25]=[CH:24][CH:23]=[C:22]([N+:19]([O-:21])=[O:20])[C:27]=3[N:28]=2)[CH2:32][CH2:33]1)=[O:9])([CH3:2])[CH3:3]. (6) Given the reactants C([N:8]1[CH2:13][CH2:12][N:11]([C:14]2[CH:15]=[N:16][CH:17]=[C:18]([CH:20]3[N:24]([C:25]4[CH:30]=[CH:29][C:28]([F:31])=[CH:27][C:26]=4[F:32])[N:23]=[C:22]([C:33]([F:39])([F:38])[C:34]([F:37])([F:36])[F:35])[CH2:21]3)[CH:19]=2)[CH2:10][CH2:9]1)(OC(C)(C)C)=O.[ClH:40], predict the reaction product. The product is: [ClH:40].[F:32][C:26]1[CH:27]=[C:28]([F:31])[CH:29]=[CH:30][C:25]=1[N:24]1[CH:20]([C:18]2[CH:19]=[C:14]([N:11]3[CH2:12][CH2:13][NH:8][CH2:9][CH2:10]3)[CH:15]=[N:16][CH:17]=2)[CH2:21][C:22]([C:33]([F:39])([F:38])[C:34]([F:35])([F:36])[F:37])=[N:23]1. (7) Given the reactants [CH3:1][O:2][C:3]([C:5]1[CH:14]=[CH:13][C:12]2[C:7](=[CH:8][CH:9]=[C:10]([O:42][CH3:43])[C:11]=2[CH2:15][N:16]2[C:22](=[O:23])[C@@H:21]([NH:24][C:25](=[O:37])[C@@H:26]([N:28]([C:30]([O:32][C:33]([CH3:36])([CH3:35])[CH3:34])=[O:31])[CH3:29])[CH3:27])[CH2:20][NH:19][C:18]3[CH:38]=[CH:39][CH:40]=[CH:41][C:17]2=3)[CH:6]=1)=[O:4].C(OC(=O)N([C@H](C(=O)N[C@@H]1C(=O)N(CC2C3C(=CC(Br)=CC=3)C=CC=2OC)C2C=CC=CC=2N([C:82](=[O:89])[CH2:83][CH2:84][CH2:85][C:86](=[O:88])[CH3:87])C1)C)C)(C)(C)C, predict the reaction product. The product is: [CH3:1][O:2][C:3]([C:5]1[CH:14]=[CH:13][C:12]2[C:7](=[CH:8][CH:9]=[C:10]([O:42][CH3:43])[C:11]=2[CH2:15][N:16]2[C:22](=[O:23])[C@@H:21]([NH:24][C:25](=[O:37])[C@@H:26]([N:28]([C:30]([O:32][C:33]([CH3:35])([CH3:36])[CH3:34])=[O:31])[CH3:29])[CH3:27])[CH2:20][N:19]([C:82](=[O:89])[CH2:83][CH2:84][CH2:85][C:86](=[O:88])[CH3:87])[C:18]3[CH:38]=[CH:39][CH:40]=[CH:41][C:17]2=3)[CH:6]=1)=[O:4]. (8) Given the reactants [C:1]([O:6][CH:7]([O:9][C:10]([NH:12][CH2:13][C:14]1([CH2:20][C:21]([O:23]CC=C)=[O:22])[CH2:19][CH2:18][CH2:17][CH2:16][CH2:15]1)=[O:11])[CH3:8])(=[O:5])[CH:2]([CH3:4])[CH3:3].N1CCOCC1, predict the reaction product. The product is: [C:1]([O:6][CH:7]([O:9][C:10]([NH:12][CH2:13][C:14]1([CH2:20][C:21]([OH:23])=[O:22])[CH2:19][CH2:18][CH2:17][CH2:16][CH2:15]1)=[O:11])[CH3:8])(=[O:5])[CH:2]([CH3:4])[CH3:3]. (9) The product is: [F:14][C:11]1([F:15])[CH2:12][CH2:13][N:8]([C:6]2[C:5]([F:16])=[CH:4][N:3]=[C:2]([C:22]#[N:24])[CH:7]=2)[CH2:9][CH2:10]1. Given the reactants Cl[C:2]1[CH:7]=[C:6]([N:8]2[CH2:13][CH2:12][C:11]([F:15])([F:14])[CH2:10][CH2:9]2)[C:5]([F:16])=[CH:4][N:3]=1.C(Cl)(Cl)Cl.C[C:22]([N:24](C)C)=O, predict the reaction product. (10) Given the reactants [CH2:1]([O:3][C:4](=[O:16])[CH2:5][N:6]1[C:14]2[CH2:13][CH2:12][CH2:11][C:10](=[O:15])[C:9]=2[CH:8]=[N:7]1)[CH3:2].C(N(CC)CC)C.Cl, predict the reaction product. The product is: [CH2:1]([O:3][C:4](=[O:16])[CH2:5][N:6]1[C:14]2[CH2:13][CH2:12][CH2:11][C@H:10]([OH:15])[C:9]=2[CH:8]=[N:7]1)[CH3:2].